From a dataset of Forward reaction prediction with 1.9M reactions from USPTO patents (1976-2016). Predict the product of the given reaction. (1) Given the reactants Br[C:2]1[CH:7]=[CH:6][CH:5]=[C:4]([Br:8])[N:3]=1.C1(C)C=CC=CC=1.[F:16][C:17]1[CH:18]=[C:19](B(O)O)[CH:20]=[N:21][CH:22]=1.C(=O)([O-])[O-].[Na+].[Na+], predict the reaction product. The product is: [Br:8][C:4]1[N:3]=[C:2]([C:19]2[CH:20]=[N:21][CH:22]=[C:17]([F:16])[CH:18]=2)[CH:7]=[CH:6][CH:5]=1. (2) Given the reactants [N:1]1[CH:2]=[C:3]([S:10]([N:13]2[C:21]3[C:16](=[N:17][CH:18]=[C:19](Br)[CH:20]=3)[CH:15]=[N:14]2)(=[O:12])=[O:11])[N:4]2[CH:9]=[CH:8][CH:7]=[CH:6][C:5]=12.[C:23]1(B(O)O)[CH:28]=[CH:27][CH:26]=[CH:25][CH:24]=1.C(=O)([O-])[O-].[K+].[K+].O1CCOCC1, predict the reaction product. The product is: [N:1]1[CH:2]=[C:3]([S:10]([N:13]2[C:21]3[C:16](=[N:17][CH:18]=[C:19]([C:23]4[CH:28]=[CH:27][CH:26]=[CH:25][CH:24]=4)[CH:20]=3)[CH:15]=[N:14]2)(=[O:12])=[O:11])[N:4]2[CH:9]=[CH:8][CH:7]=[CH:6][C:5]=12. (3) Given the reactants COC1C=CC(C[N:8]2[C:12]([N:13]([CH2:15][CH2:16][CH2:17][N:18]([CH3:20])[CH3:19])[NH2:14])=[N:11][N:10]=[N:9]2)=CC=1.Cl, predict the reaction product. The product is: [NH:11]1[C:12]([N:13]([CH2:15][CH2:16][CH2:17][N:18]([CH3:19])[CH3:20])[NH2:14])=[N:8][N:9]=[N:10]1. (4) Given the reactants [CH2:1](Br)[C:2]1[CH:7]=[CH:6][CH:5]=[CH:4][CH:3]=1.[CH2:9]([O:16][C:17]([N:19]1[CH2:23][CH:22]([CH3:24])[C:21]([CH2:28][C:29]([O:31][C:32]([CH3:35])([CH3:34])[CH3:33])=[O:30])([C:25]([OH:27])=[O:26])[CH2:20]1)=[O:18])[C:10]1[CH:15]=[CH:14][CH:13]=[CH:12][CH:11]=1.C(=O)([O-])[O-].[K+].[K+].CN(C)C=O, predict the reaction product. The product is: [C:32]([O:31][C:29](=[O:30])[CH2:28][C:21]1([C:25]([O:27][CH2:1][C:2]2[CH:7]=[CH:6][CH:5]=[CH:4][CH:3]=2)=[O:26])[CH:22]([CH3:24])[CH2:23][N:19]([C:17]([O:16][CH2:9][C:10]2[CH:11]=[CH:12][CH:13]=[CH:14][CH:15]=2)=[O:18])[CH2:20]1)([CH3:34])([CH3:33])[CH3:35]. (5) Given the reactants Br[C:2]1[CH:3]=[C:4]2[C:10]([CH3:11])=[CH:9][NH:8][C:5]2=[N:6][CH:7]=1.CC([O-])=O.[K+].[B:17]1([B:17]2[O:21][C:20]([CH3:23])([CH3:22])[C:19]([CH3:25])([CH3:24])[O:18]2)[O:21][C:20]([CH3:23])([CH3:22])[C:19]([CH3:25])([CH3:24])[O:18]1, predict the reaction product. The product is: [CH3:11][C:10]1[C:4]2[C:5](=[N:6][CH:7]=[C:2]([B:17]3[O:21][C:20]([CH3:23])([CH3:22])[C:19]([CH3:25])([CH3:24])[O:18]3)[CH:3]=2)[NH:8][CH:9]=1. (6) Given the reactants [Cl:1][C:2]1[CH:7]=[CH:6][C:5]([NH:8][C:9](=[O:20])[NH:10][C:11]2[CH:12]=[C:13](B(O)O)[CH:14]=[CH:15][CH:16]=2)=[CH:4][CH:3]=1.Br[C:22]1[CH:27]=[CH:26][N:25]=[C:24]([N:28]2[CH2:32][CH2:31][CH2:30][CH2:29]2)[CH:23]=1.C(=O)(O)[O-].[Na+], predict the reaction product. The product is: [Cl:1][C:2]1[CH:7]=[CH:6][C:5]([NH:8][C:9]([NH:10][C:11]2[CH:16]=[CH:15][CH:14]=[C:13]([C:22]3[CH:27]=[CH:26][N:25]=[C:24]([N:28]4[CH2:29][CH2:30][CH2:31][CH2:32]4)[CH:23]=3)[CH:12]=2)=[O:20])=[CH:4][CH:3]=1.